From a dataset of Forward reaction prediction with 1.9M reactions from USPTO patents (1976-2016). Predict the product of the given reaction. (1) Given the reactants [BH4-].[Na+].C([O:5][C:6]([C:8]1[CH:21]=[C:11]2[C:12](=[O:20])[N:13]([CH2:16][CH:17]3[CH2:19][CH2:18]3)[CH2:14][CH2:15][N:10]2[N:9]=1)=O)C, predict the reaction product. The product is: [CH:17]1([CH2:16][N:13]2[CH2:14][CH2:15][N:10]3[N:9]=[C:8]([CH2:6][OH:5])[CH:21]=[C:11]3[C:12]2=[O:20])[CH2:18][CH2:19]1. (2) Given the reactants [Cl:1][C:2]1[C:3]2[NH:10][CH:9]=[CH:8][C:4]=2[N:5]=[CH:6][N:7]=1.[H-].[Na+].[CH3:13]I, predict the reaction product. The product is: [Cl:1][C:2]1[C:3]2[N:10]([CH3:13])[CH:9]=[CH:8][C:4]=2[N:5]=[CH:6][N:7]=1. (3) Given the reactants [NH2:1][C:2]1[C:7]2[N:8]=[C:9]([S:24][C:25]3[C:33]([Br:34])=[CH:32][C:28]4[O:29][CH2:30][O:31][C:27]=4[CH:26]=3)[N:10]([CH2:11][CH2:12][N:13]3C(=O)C4C(=CC=CC=4)C3=O)[C:6]=2[CH:5]=[CH:4][N:3]=1.NCCN1C2C=CN=C(N)C=2N=C1SC1C(I)=CC2OCOC=2C=1, predict the reaction product. The product is: [NH2:13][CH2:12][CH2:11][N:10]1[C:6]2[CH:5]=[CH:4][N:3]=[C:2]([NH2:1])[C:7]=2[N:8]=[C:9]1[S:24][C:25]1[C:33]([Br:34])=[CH:32][C:28]2[O:29][CH2:30][O:31][C:27]=2[CH:26]=1. (4) Given the reactants C(O[C:6]([N:8]1[CH2:12][C:11](=[N:13][O:14][CH3:15])[CH2:10][C@H:9]1[C:16]([OH:18])=O)=[O:7])(C)(C)C.[C:19]1([C:28]2[CH:33]=[CH:32][CH:31]=[CH:30][CH:29]=2)[CH:24]=[CH:23][C:22](C(Cl)=O)=[CH:21][CH:20]=1.[O:34]1[C:38]2[CH:39]=[CH:40][C:41]([CH2:43][NH2:44])=[CH:42][C:37]=2[O:36][CH2:35]1, predict the reaction product. The product is: [O:34]1[C:38]2[CH:39]=[CH:40][C:41]([CH2:43][NH:44][C:16]([C@@H:9]3[CH2:10][C:11](=[N:13][O:14][CH3:15])[CH2:12][N:8]3[C:6]([C:31]3[CH:30]=[CH:29][C:28]([C:19]4[CH:20]=[CH:21][CH:22]=[CH:23][CH:24]=4)=[CH:33][CH:32]=3)=[O:7])=[O:18])=[CH:42][C:37]=2[O:36][CH2:35]1. (5) Given the reactants [Cl-].[NH4+:2].C[Al](C)C.[Cl:7][C:8]1[CH:9]=[C:10]([CH2:15][C:16]#[N:17])[CH:11]=[CH:12][C:13]=1[Cl:14].CO, predict the reaction product. The product is: [ClH:7].[Cl:7][C:8]1[CH:9]=[C:10]([CH2:15][C:16]([NH2:2])=[NH:17])[CH:11]=[CH:12][C:13]=1[Cl:14].